This data is from Reaction yield outcomes from USPTO patents with 853,638 reactions. The task is: Predict the reaction yield, written as a fraction of the theoretical maximum amount of product (1.0 means a 100% yield; for example, 0.34 means a 34% yield). (1) The reactants are [CH3:1][C:2]1([CH3:9])[O:6][C:5](=[O:7])[NH:4][C:3]1=[O:8].[N+:10]([C:13]1[CH:20]=[CH:19][CH:18]=[CH:17][C:14]=1[CH2:15]Cl)([O-:12])=[O:11].C(=O)([O-])[O-].[K+].[K+].CN(C)C=O. The catalyst is O. The product is [CH3:1][C:2]1([CH3:9])[O:6][C:5](=[O:7])[N:4]([CH2:15][C:14]2[CH:17]=[CH:18][CH:19]=[CH:20][C:13]=2[N+:10]([O-:12])=[O:11])[C:3]1=[O:8]. The yield is 0.930. (2) The reactants are O.[SH-].[Na+].[CH3:4][S:5]([C:8]1[CH2:12][C:11]([CH3:14])([CH3:13])[O:10][N:9]=1)(=O)=O.C(=O)([O-])[O-].[K+].[K+].C(S([O-])=O)O.[Na+].BrC[C:29]1[C:30]([C:41]([F:44])([F:43])[F:42])=[N:31][N:32]([C:35]2[CH:40]=[CH:39][CH:38]=[CH:37][CH:36]=2)[C:33]=1[Cl:34]. The catalyst is CN(C)C=O.O. The product is [Cl:34][C:33]1[N:32]([C:35]2[CH:40]=[CH:39][CH:38]=[CH:37][CH:36]=2)[N:31]=[C:30]([C:41]([F:44])([F:43])[F:42])[C:29]=1[CH2:4][S:5][C:8]1[CH2:12][C:11]([CH3:14])([CH3:13])[O:10][N:9]=1. The yield is 0.655.